From a dataset of Forward reaction prediction with 1.9M reactions from USPTO patents (1976-2016). Predict the product of the given reaction. (1) Given the reactants [Cl:1][C:2]1[CH:3]=[CH:4][C:5]2[S:9][C:8]([SH:10])=[N:7][C:6]=2[CH:11]=1.[C:12](=O)([O-])[O-].[K+].[K+].CI.CCOC(C)=O, predict the reaction product. The product is: [Cl:1][C:2]1[CH:3]=[CH:4][C:5]2[S:9][C:8]([S:10][CH3:12])=[N:7][C:6]=2[CH:11]=1. (2) Given the reactants [Cl:1][C:2]1[C:3](I)=[C:4]([C:8]2([C:14]([O:16][CH2:17][CH3:18])=[O:15])[CH2:13][CH2:12][O:11][CH2:10][CH2:9]2)[CH:5]=[CH:6][CH:7]=1.[CH2:20]([O:22][C:23](OCC)([O:26]CC)[C:24]#[CH:25])[CH3:21].O.CC1C=CC(S(O)(=O)=O)=CC=1, predict the reaction product. The product is: [Cl:1][C:2]1[C:3]([C:25]#[C:24][C:23]([O:22][CH2:20][CH3:21])=[O:26])=[C:4]([C:8]2([C:14]([O:16][CH2:17][CH3:18])=[O:15])[CH2:13][CH2:12][O:11][CH2:10][CH2:9]2)[CH:5]=[CH:6][CH:7]=1.